From a dataset of Full USPTO retrosynthesis dataset with 1.9M reactions from patents (1976-2016). Predict the reactants needed to synthesize the given product. Given the product [Cl-:1].[C:5]([CH2:6][CH2:7][CH2:8][N+:9]([CH2:12][CH2:13][F:14])([CH3:11])[CH3:10])([OH:15])=[O:4], predict the reactants needed to synthesize it. The reactants are: [Cl-:1].C([O:4][C:5](=[O:15])[CH2:6][CH2:7][CH2:8][N+:9]([CH2:12][CH2:13][F:14])([CH3:11])[CH3:10])C.Cl.